From a dataset of NCI-60 drug combinations with 297,098 pairs across 59 cell lines. Regression. Given two drug SMILES strings and cell line genomic features, predict the synergy score measuring deviation from expected non-interaction effect. Drug 1: CC1=C(C(=O)C2=C(C1=O)N3CC4C(C3(C2COC(=O)N)OC)N4)N. Drug 2: CC1CC(C(C(C=C(C(C(C=CC=C(C(=O)NC2=CC(=O)C(=C(C1)C2=O)OC)C)OC)OC(=O)N)C)C)O)OC. Cell line: OVCAR3. Synergy scores: CSS=50.6, Synergy_ZIP=6.63, Synergy_Bliss=6.28, Synergy_Loewe=6.37, Synergy_HSA=10.9.